Predict the reactants needed to synthesize the given product. From a dataset of Full USPTO retrosynthesis dataset with 1.9M reactions from patents (1976-2016). (1) Given the product [Br:22][C:10]1[C:11]([NH2:14])=[N:12][CH:13]=[C:8]([C:5]2[CH:6]=[CH:7][C:2]([Cl:1])=[CH:3][CH:4]=2)[CH:9]=1, predict the reactants needed to synthesize it. The reactants are: [Cl:1][C:2]1[CH:7]=[CH:6][C:5]([C:8]2[CH:9]=[CH:10][C:11]([NH2:14])=[N:12][CH:13]=2)=[CH:4][CH:3]=1.C1C(=O)N([Br:22])C(=O)C1. (2) Given the product [F:1][C:2]1[C:7]([F:8])=[CH:6][C:5]([O:9][CH2:12][CH:14]2[CH2:15][O:16]2)=[C:4]([O:10][CH3:11])[CH:3]=1, predict the reactants needed to synthesize it. The reactants are: [F:1][C:2]1[C:7]([F:8])=[CH:6][C:5]([OH:9])=[C:4]([O:10][CH3:11])[CH:3]=1.[CH2:12]([CH:14]1[O:16][CH2:15]1)Br.[OH-].[K+].Cl.